From a dataset of Full USPTO retrosynthesis dataset with 1.9M reactions from patents (1976-2016). Predict the reactants needed to synthesize the given product. (1) The reactants are: [C:1]([O:5][C:6]([N:8]1[CH2:13][CH2:12][CH:11]([N:14]([C:18]([C:20]2[CH:21]=[N:22][C:23](Cl)=[N:24][CH:25]=2)=[O:19])[CH:15]2[CH2:17][CH2:16]2)[CH2:10][CH2:9]1)=[O:7])([CH3:4])([CH3:3])[CH3:2].[NH:27]1[CH:31]=[CH:30][N:29]=[CH:28]1.C(N(C(C)C)C(C)C)C.O. Given the product [C:1]([O:5][C:6]([N:8]1[CH2:13][CH2:12][CH:11]([N:14]([CH:15]2[CH2:17][CH2:16]2)[C:18]([C:20]2[CH:21]=[N:22][C:23]([N:27]3[CH:31]=[CH:30][N:29]=[CH:28]3)=[N:24][CH:25]=2)=[O:19])[CH2:10][CH2:9]1)=[O:7])([CH3:4])([CH3:3])[CH3:2], predict the reactants needed to synthesize it. (2) The reactants are: [Br:1][C:2]1[CH:3]=[C:4]([CH:7]=[CH:8][C:9]=1[O:10][CH:11]([CH3:13])[CH3:12])[CH:5]=O.[Na].[Br:15]C1C=C(CO)C=CC=1OC(C)C.Br. Given the product [Br:1][C:2]1[CH:3]=[C:4]([CH2:5][Br:15])[CH:7]=[CH:8][C:9]=1[O:10][CH:11]([CH3:13])[CH3:12], predict the reactants needed to synthesize it. (3) The reactants are: [Cl:1][C:2]1[CH:34]=[CH:33][C:5]([C:6]([N:8]([CH2:27][C:28](OCC)=[O:29])[CH2:9][C:10]2[CH:15]=[CH:14][C:13]([CH2:16][CH2:17][P:18]([O:23][CH2:24][CH3:25])([O:20][CH2:21][CH3:22])=[O:19])=[CH:12][C:11]=2[NH2:26])=[O:7])=[CH:4][CH:3]=1.[N:35]1([C:40]([C:42]2[CH:49]=[CH:48][C:45]([CH:46]=O)=[CH:44][CH:43]=2)=[O:41])[CH2:39][CH2:38][CH2:37][CH2:36]1.C(O)(=O)C.C(O[BH-](OC(=O)C)OC(=O)C)(=O)C.[Na+].C(N(CC)CC)C. Given the product [Cl:1][C:2]1[CH:3]=[CH:4][C:5]([C:6]([N:8]2[CH2:9][C:10]3[CH:15]=[CH:14][C:13]([CH2:16][CH2:17][P:18](=[O:19])([O:23][CH2:24][CH3:25])[O:20][CH2:21][CH3:22])=[CH:12][C:11]=3[N:26]([CH2:46][C:45]3[CH:44]=[CH:43][C:42]([C:40]([N:35]4[CH2:39][CH2:38][CH2:37][CH2:36]4)=[O:41])=[CH:49][CH:48]=3)[C:28](=[O:29])[CH2:27]2)=[O:7])=[CH:33][CH:34]=1, predict the reactants needed to synthesize it. (4) Given the product [NH2:1][C:2]1[N:6]([CH3:7])[C:5](=[O:8])[C:4]([C:9]2[CH:14]=[CH:13][C:12]([O:15][CH:16]([F:18])[F:17])=[CH:11][CH:10]=2)([C:19]2[CH:24]=[CH:23][CH:22]=[C:21](/[CH:33]=[CH:32]/[CH2:31][CH2:30][CH2:29][CH2:28][O:27][CH3:26])[CH:20]=2)[N:3]=1, predict the reactants needed to synthesize it. The reactants are: [NH2:1][C:2]1[N:6]([CH3:7])[C:5](=[O:8])[C:4]([C:19]2[CH:24]=[CH:23][CH:22]=[C:21](Br)[CH:20]=2)([C:9]2[CH:14]=[CH:13][C:12]([O:15][CH:16]([F:18])[F:17])=[CH:11][CH:10]=2)[N:3]=1.[CH3:26][O:27][CH2:28][CH2:29][CH2:30][CH2:31]/[CH:32]=[CH:33]/B(O)O. (5) Given the product [Br:12][C:13]1[S:17][C:16]2=[N:18][C:19]([C:21]([NH:11][CH2:10][C:7]3[CH:8]=[CH:9][C:4]([CH:1]([CH3:3])[CH3:2])=[CH:5][CH:6]=3)=[O:22])=[CH:20][N:15]2[CH:14]=1, predict the reactants needed to synthesize it. The reactants are: [CH:1]([C:4]1[CH:9]=[CH:8][C:7]([CH2:10][NH2:11])=[CH:6][CH:5]=1)([CH3:3])[CH3:2].[Br:12][C:13]1[S:17][C:16]2=[N:18][C:19]([C:21](O)=[O:22])=[CH:20][N:15]2[CH:14]=1. (6) Given the product [Cl:22][C:4]1[C:5]2[CH2:9][CH2:8][CH2:7][C:6]=2[N:1]=[CH:2][N:3]=1, predict the reactants needed to synthesize it. The reactants are: [N:1]1[C:6]2[CH2:7][CH2:8][CH2:9][C:5]=2[C:4](O)=[N:3][CH:2]=1.CCN(C(C)C)C(C)C.O=P(Cl)(Cl)[Cl:22]. (7) Given the product [CH3:25][O:24][C:21]1[CH:22]=[CH:23][C:18]([P:17](=[O:32])([C:26]2[CH:31]=[CH:30][CH:29]=[CH:28][CH:27]=2)[C:1]2[C:14]3[C:15]4=[C:16]5[C:11](=[CH:12][CH:13]=3)[CH:10]=[CH:9][CH:8]=[C:7]5[CH:6]=[CH:5][C:4]4=[CH:3][CH:2]=2)=[CH:19][CH:20]=1, predict the reactants needed to synthesize it. The reactants are: [C:1]1([P:17]([C:26]2[CH:31]=[CH:30][CH:29]=[CH:28][CH:27]=2)[C:18]2[CH:23]=[CH:22][C:21]([O:24][CH3:25])=[CH:20][CH:19]=2)[C:14]2[C:15]3=[C:16]4[C:11](=[CH:12][CH:13]=2)[CH:10]=[CH:9][CH:8]=[C:7]4[CH:6]=[CH:5][C:4]3=[CH:3][CH:2]=1.[OH:32]O. (8) The reactants are: [Br:1][C:2]1[CH:7]=[CH:6][C:5]([C:8]2[N:12](C(OC(C)(C)C)=O)[CH:11]=[N:10][N:9]=2)=[CH:4][CH:3]=1.C(O)(C(F)(F)F)=O. Given the product [Br:1][C:2]1[CH:3]=[CH:4][C:5]([C:8]2[N:12]=[CH:11][NH:10][N:9]=2)=[CH:6][CH:7]=1, predict the reactants needed to synthesize it.